Predict the reactants needed to synthesize the given product. From a dataset of Full USPTO retrosynthesis dataset with 1.9M reactions from patents (1976-2016). (1) Given the product [Cl:1][C:2]1[CH:10]=[C:9]([CH:8]=[CH:7][C:3]=1[C:4]([N:64]1[CH2:65][CH2:66][CH2:67][C@@H:63]1[CH2:62][N:57]1[CH2:61][CH2:60][CH2:59][CH2:58]1)=[O:6])[C:11]([NH:13][C@H:14]([C:16]1[NH:20][C:19]2[CH:21]=[CH:22][C:23]([Cl:25])=[CH:24][C:18]=2[N:17]=1)[CH3:15])=[O:12], predict the reactants needed to synthesize it. The reactants are: [Cl:1][C:2]1[CH:10]=[C:9]([C:11]([NH:13][C@H:14]([C:16]2[NH:20][C:19]3[CH:21]=[CH:22][C:23]([Cl:25])=[CH:24][C:18]=3[N:17]=2)[CH3:15])=[O:12])[CH:8]=[CH:7][C:3]=1[C:4]([OH:6])=O.CN(C(ON1N=NC2C=CC=CC1=2)=[N+](C)C)C.[B-](F)(F)(F)F.C(N(C(C)C)CC)(C)C.[N:57]1([CH2:62][C@H:63]2[CH2:67][CH2:66][CH2:65][NH:64]2)[CH2:61][CH2:60][CH2:59][CH2:58]1.ClCl. (2) Given the product [CH:1]1([NH:4][CH:12]2[CH2:17][CH2:16][N:15]([C:20]3[N:25]=[CH:24][C:23]([CH2:26][CH3:27])=[CH:22][N:21]=3)[CH2:14][CH:13]2[F:18])[CH2:2][CH2:3]1, predict the reactants needed to synthesize it. The reactants are: [CH:1]1([N:4]([C@H:12]2[CH2:17][CH2:16][NH:15][CH2:14][C@H:13]2[F:18])C(=O)OC(C)(C)C)[CH2:3][CH2:2]1.Cl[C:20]1[N:25]=[CH:24][C:23]([CH2:26][CH3:27])=[CH:22][N:21]=1. (3) Given the product [Cl:23][C:19]1[C:18]([F:24])=[C:17]([C@H:16]2[C@H:12]([C:10](=[O:11])[NH:9][CH2:8][CH2:7][C@H:5]3[CH2:4][O:3][C:2]([CH3:41])([CH3:1])[O:6]3)[NH:13][C@@H:14]([CH2:35][C:36]([CH3:40])([CH3:39])[CH2:37][O:38][S:50]([CH3:49])(=[O:52])=[O:51])[C@@:15]2([C:27]2[CH:32]=[CH:31][C:30]([Cl:33])=[CH:29][C:28]=2[F:34])[C:25]#[N:26])[CH:22]=[CH:21][CH:20]=1, predict the reactants needed to synthesize it. The reactants are: [CH3:1][C:2]1([CH3:41])[O:6][C@@H:5]([CH2:7][CH2:8][NH:9][C:10]([CH:12]2[CH:16]([C:17]3[CH:22]=[CH:21][CH:20]=[C:19]([Cl:23])[C:18]=3[F:24])[C:15]([C:27]3[CH:32]=[CH:31][C:30]([Cl:33])=[CH:29][C:28]=3[F:34])([C:25]#[N:26])[CH:14]([CH2:35][C:36]([CH3:40])([CH3:39])[CH2:37][OH:38])[NH:13]2)=[O:11])[CH2:4][O:3]1.C(N(CC)CC)C.[CH3:49][S:50](Cl)(=[O:52])=[O:51].O. (4) Given the product [F:1][C:2]1[CH:9]=[CH:8][C:5]([CH2:6][O:21][CH2:20][CH:17]2[CH2:18][CH2:19][C:14]3([O:10][CH2:11][CH2:12][O:13]3)[CH2:15][CH2:16]2)=[CH:4][CH:3]=1, predict the reactants needed to synthesize it. The reactants are: [F:1][C:2]1[CH:9]=[CH:8][C:5]([CH2:6]Br)=[CH:4][CH:3]=1.[O:10]1[C:14]2([CH2:19][CH2:18][CH:17]([CH2:20][OH:21])[CH2:16][CH2:15]2)[O:13][CH2:12][CH2:11]1. (5) Given the product [CH3:1][O:2][C:3]1[CH:4]=[C:5]([CH:11]2[CH:16]([N+:17]([O-:19])=[O:18])[CH2:15][CH2:14][CH:13]([OH:20])[CH2:12]2)[CH:6]=[CH:7][C:8]=1[O:9][CH3:10], predict the reactants needed to synthesize it. The reactants are: [CH3:1][O:2][C:3]1[CH:4]=[C:5]([CH:11]2[CH:16]([N+:17]([O-:19])=[O:18])[CH2:15][CH2:14][C:13](=[O:20])[CH2:12]2)[CH:6]=[CH:7][C:8]=1[O:9][CH3:10].C([BH-](C(CC)C)C(CC)C)(CC)C.[K+].OO.P([O-])([O-])([O-])=O. (6) Given the product [Cl:15][C:16]1[CH:17]=[C:18]([C:2]2[C:6]([CH:7]=[O:8])=[CH:5][N:4]([CH:9]3[CH2:14][CH2:13][CH2:12][CH2:11][O:10]3)[N:3]=2)[CH:19]=[CH:20][C:21]=1[O:22][CH:23]([CH3:25])[CH3:24], predict the reactants needed to synthesize it. The reactants are: I[C:2]1[C:6]([CH:7]=[O:8])=[CH:5][N:4]([CH:9]2[CH2:14][CH2:13][CH2:12][CH2:11][O:10]2)[N:3]=1.[Cl:15][C:16]1[CH:17]=[C:18](B(O)O)[CH:19]=[CH:20][C:21]=1[O:22][CH:23]([CH3:25])[CH3:24].C(=O)([O-])[O-].[K+].[K+]. (7) Given the product [F:1][C:2]([F:28])([F:29])[C:3]1[CH:4]=[C:5]([CH:21]=[C:22]([C:24]([F:27])([F:26])[F:25])[CH:23]=1)[CH2:6][O:7][CH2:8][C:9]1([C:15]2[CH:20]=[CH:19][CH:18]=[CH:17][CH:16]=2)[CH2:13][CH2:12][C:11](=[O:14])[CH2:10]1, predict the reactants needed to synthesize it. The reactants are: [F:1][C:2]([F:29])([F:28])[C:3]1[CH:4]=[C:5]([CH:21]=[C:22]([C:24]([F:27])([F:26])[F:25])[CH:23]=1)[CH2:6][O:7][CH2:8][C:9]1([C:15]2[CH:20]=[CH:19][CH:18]=[CH:17][CH:16]=2)[CH2:13][CH2:12][CH:11]([OH:14])[CH2:10]1.[Cr](Cl)([O-])(=O)=O.[NH+]1C=CC=CC=1. (8) The reactants are: [C:1]([C:4]1[C:5]([NH:25][C:26]2[CH:31]=[CH:30][CH:29]=[CH:28][CH:27]=2)=[N:6][N:7]([C:9]2([CH2:22][C:23]#[N:24])[CH2:14][CH2:13][N:12](C(OC(C)(C)C)=O)[CH2:11][CH2:10]2)[CH:8]=1)(=[O:3])[NH2:2].[C:32]([OH:38])([C:34]([F:37])([F:36])[F:35])=[O:33]. Given the product [F:35][C:34]([F:37])([F:36])[C:32]([O-:38])=[O:33].[C:1]([C:4]1[C:5]([NH:25][C:26]2[CH:31]=[CH:30][CH:29]=[CH:28][CH:27]=2)=[N:6][N:7]([C:9]2([CH2:22][C:23]#[N:24])[CH2:14][CH2:13][NH2+:12][CH2:11][CH2:10]2)[CH:8]=1)(=[O:3])[NH2:2], predict the reactants needed to synthesize it. (9) Given the product [CH3:42][C:43]1[S:44][CH:45]=[C:46]([C:48]([NH:1][C:2]2[CH:10]=[C:9]([C:11]3[CH:16]=[N:15][CH:14]=[C:13]([NH:17][S:18]([C:21]4[CH:26]=[CH:25][CH:24]=[CH:23][CH:22]=4)(=[O:20])=[O:19])[CH:12]=3)[CH:8]=[C:7]3[C:3]=2[CH:4]=[N:5][NH:6]3)=[O:49])[N:47]=1, predict the reactants needed to synthesize it. The reactants are: [NH2:1][C:2]1[CH:10]=[C:9]([C:11]2[CH:12]=[C:13]([NH:17][S:18]([C:21]3[CH:26]=[CH:25][CH:24]=[CH:23][CH:22]=3)(=[O:20])=[O:19])[CH:14]=[N:15][CH:16]=2)[CH:8]=[C:7]2[C:3]=1[CH:4]=[N:5][N:6]2S(C1C=CC=CC=1)(=O)=O.N1C=CC=CC=1.[CH3:42][C:43]1[S:44][CH:45]=[C:46]([C:48](Cl)=[O:49])[N:47]=1.